This data is from Reaction yield outcomes from USPTO patents with 853,638 reactions. The task is: Predict the reaction yield, written as a fraction of the theoretical maximum amount of product (1.0 means a 100% yield; for example, 0.34 means a 34% yield). (1) The reactants are [NH2:1][C:2]1[C:3]([C:25](OCC)=[O:26])=[N:4][C:5]([NH:17][C@H:18]2[CH2:23][CH2:22][C@@H:21]([OH:24])[CH2:20][CH2:19]2)=[N:6][C:7]=1[NH:8][C:9]1[CH:14]=[CH:13][CH:12]=[CH:11][C:10]=1[O:15][CH3:16].O[C@@H]1CC[C@H]([NH:37]C2N=C(C(OCC)=O)C([N+]([O-])=O)=C(NC3C=CC=CC=3OC)N=2)CC1.[CH2:61]([OH:63])C. The catalyst is [Pd]. The product is [OH:24][C@@H:21]1[CH2:22][CH2:23][C@H:18]([NH:17][C:5]2[N:6]=[C:7]3[C:2]([NH:1][C:61](=[O:63])[N:8]3[C:9]3[CH:14]=[CH:13][CH:12]=[CH:11][C:10]=3[O:15][CH3:16])=[C:3]([C:25]([NH2:37])=[O:26])[N:4]=2)[CH2:19][CH2:20]1. The yield is 0.700. (2) The reactants are [OH:1][C:2]1[CH:7]=[C:6]([OH:8])[C:5]([CH:9]([CH3:11])[CH3:10])=[CH:4][C:3]=1[C:12]1[N:16]([C:17]2[CH:18]=[C:19]3[C:23](=[CH:24][CH:25]=2)[CH2:22][C:21](=O)[CH2:20]3)[C:15](S)=[N:14][N:13]=1.[CH3:28][NH:29][CH3:30].[BH-](OC(C)=O)(OC(C)=O)[O:32]C(C)=O.[Na+].O. The catalyst is C1COCC1.CC(O)=O. The product is [OH:1][C:2]1[CH:7]=[C:6]([OH:8])[C:5]([CH:9]([CH3:10])[CH3:11])=[CH:4][C:3]=1[C:12]1[N:16]([C:17]2[CH:18]=[C:19]3[C:23](=[CH:24][CH:25]=2)[CH2:22][CH:21]([N:29]([CH3:30])[CH3:28])[CH2:20]3)[C:15](=[O:32])[NH:14][N:13]=1. The yield is 0.250. (3) The reactants are [NH2:1][C:2]1[CH:7]=[CH:6][CH:5]=[C:4]([C:8]([CH:10]2[CH2:15][CH2:14][N:13]([CH3:16])[CH2:12][CH2:11]2)=[O:9])[N:3]=1.[F:17][C:18]([F:30])([F:29])[C:19]1[CH:27]=[C:26]([F:28])[CH:25]=[CH:24][C:20]=1[C:21]([Cl:23])=[O:22]. The catalyst is O1CCOCC1. The product is [ClH:23].[F:29][C:18]([F:17])([F:30])[C:19]1[CH:27]=[C:26]([F:28])[CH:25]=[CH:24][C:20]=1[C:21]([NH:1][C:2]1[CH:7]=[CH:6][CH:5]=[C:4]([C:8]([CH:10]2[CH2:15][CH2:14][N:13]([CH3:16])[CH2:12][CH2:11]2)=[O:9])[N:3]=1)=[O:22]. The yield is 0.680. (4) The catalyst is Cl.O1CCOCC1. The yield is 0.990. The reactants are [O:1]=[C:2]1[NH:11][CH2:10][C@@H:9]2[C@H:4]([CH2:5][CH2:6][CH2:7][CH2:8]2)[N:3]1[CH:12]1[CH2:17][CH2:16][N:15](C(OC(C)(C)C)=O)[CH2:14][CH2:13]1. The product is [NH:15]1[CH2:16][CH2:17][CH:12]([N:3]2[C@@H:4]3[C@H:9]([CH2:8][CH2:7][CH2:6][CH2:5]3)[CH2:10][NH:11][C:2]2=[O:1])[CH2:13][CH2:14]1. (5) The yield is 0.780. The product is [O:1]=[C:2]1[CH2:7][CH2:6][CH2:5][N:4]2[N:13]=[C:14]([C:16]([OH:18])=[O:17])[CH:15]=[C:3]12. The reactants are [O:1]=[C:2]1[CH:7](C(OCC)=O)[CH2:6][CH2:5][N:4]2[N:13]=[C:14]([C:16]([O:18]CC)=[O:17])[CH:15]=[C:3]12.Cl. The catalyst is O. (6) The reactants are [CH2:1]([C:5]1[N:6]=[C:7]([CH2:27][CH3:28])[NH:8][C:9](=[O:26])[C:10]=1[CH2:11][C:12]1[CH:17]=[CH:16][C:15]([C:18]2[C:19]([C:24]#[N:25])=[CH:20][CH:21]=[CH:22][CH:23]=2)=[CH:14][CH:13]=1)[CH2:2][CH2:3][CH3:4].[CH2:29](Br)[C:30]1[CH:35]=[CH:34][CH:33]=[CH:32][CH:31]=1.C(=O)([O-])[O-].[Cs+].[Cs+]. The catalyst is CN(C)C(=O)C.C(OCC)(=O)C. The product is [CH2:29]([N:8]1[C:9](=[O:26])[C:10]([CH2:11][C:12]2[CH:17]=[CH:16][C:15]([C:18]3[C:19]([C:24]#[N:25])=[CH:20][CH:21]=[CH:22][CH:23]=3)=[CH:14][CH:13]=2)=[C:5]([CH2:1][CH2:2][CH2:3][CH3:4])[N:6]=[C:7]1[CH2:27][CH3:28])[C:30]1[CH:35]=[CH:34][CH:33]=[CH:32][CH:31]=1. The yield is 0.590. (7) The reactants are [NH:1]1[CH2:6][CH:5]=[C:4]([C:7]2[C:15]3[C:10](=[CH:11][CH:12]=[C:13]([C:16]#[N:17])[CH:14]=3)[NH:9][CH:8]=2)[CH2:3][CH2:2]1.[CH3:18][O:19][C:20]1[C:25]2[O:26][C@H:27]([CH2:30]C3C=C(C)C=CC=3S([O-])(=O)=O)[CH2:28][O:29][C:24]=2[CH:23]=[CH:22][CH:21]=1. The catalyst is CN(C)C=O.O1CCCC1.C(=O)(O)[O-].[Na+]. The product is [CH3:18][O:19][C:20]1[C:25]2[O:26][CH:27]([CH2:30][N:1]3[CH2:2][CH:3]=[C:4]([C:7]4[C:15]5[C:10](=[CH:11][CH:12]=[C:13]([C:16]#[N:17])[CH:14]=5)[NH:9][CH:8]=4)[CH2:5][CH2:6]3)[CH2:28][O:29][C:24]=2[CH:23]=[CH:22][CH:21]=1. The yield is 0.540. (8) The product is [CH2:22]([O:29][C:30]([N:32]1[CH2:37][CH2:36][CH:35]([S:38]([C:41]2[CH:46]=[CH:45][C:44]([NH:18][C:15]3[N:16]=[N:17][C:12]4[CH:11]=[C:10]([C:3]5[CH:4]=[C:5]([O:8][CH3:9])[CH:6]=[CH:7][C:2]=5[Cl:1])[CH:20]=[C:19]([CH3:21])[C:13]=4[N:14]=3)=[CH:43][CH:42]=2)(=[O:39])=[O:40])[CH2:34][CH2:33]1)=[O:31])[C:23]1[CH:24]=[CH:25][CH:26]=[CH:27][CH:28]=1. The reactants are [Cl:1][C:2]1[CH:7]=[CH:6][C:5]([O:8][CH3:9])=[CH:4][C:3]=1[C:10]1[CH:20]=[C:19]([CH3:21])[C:13]2[N:14]=[C:15]([NH2:18])[N:16]=[N:17][C:12]=2[CH:11]=1.[CH2:22]([O:29][C:30]([N:32]1[CH2:37][CH2:36][CH:35]([S:38]([C:41]2[CH:46]=[CH:45][C:44](Br)=[CH:43][CH:42]=2)(=[O:40])=[O:39])[CH2:34][CH2:33]1)=[O:31])[C:23]1[CH:28]=[CH:27][CH:26]=[CH:25][CH:24]=1.C(=O)([O-])[O-].[Cs+].[Cs+].C1(P(C2C=CC=CC=2)C2C3OC4C(=CC=CC=4P(C4C=CC=CC=4)C4C=CC=CC=4)C(C)(C)C=3C=CC=2)C=CC=CC=1. The yield is 0.930. The catalyst is [Pd].[Pd].C(=CC(C=CC1C=CC=CC=1)=O)C1C=CC=CC=1.C(=CC(C=CC1C=CC=CC=1)=O)C1C=CC=CC=1.C(=CC(C=CC1C=CC=CC=1)=O)C1C=CC=CC=1. (9) The product is [Cl:1][C:2]1[CH:7]=[C:6]([C:8]2[CH:13]=[N:12][CH:11]=[C:10]([CH3:14])[N:9]=2)[CH:5]=[CH:4][C:3]=1[C:15]1[C:26](=[O:27])[N:25]([CH2:35][CH2:36][N:37]2[CH2:41][CH2:40][O:39][C:38]2=[O:42])[C:18]2[N:19]=[C:20]([S:23][CH3:24])[N:21]=[CH:22][C:17]=2[CH:16]=1. The yield is 0.950. The catalyst is CN(C=O)C.O. The reactants are [Cl:1][C:2]1[CH:7]=[C:6]([C:8]2[CH:13]=[N:12][CH:11]=[C:10]([CH3:14])[N:9]=2)[CH:5]=[CH:4][C:3]=1[C:15]1[C:26](=[O:27])[NH:25][C:18]2[N:19]=[C:20]([S:23][CH3:24])[N:21]=[CH:22][C:17]=2[CH:16]=1.C([O-])([O-])=O.[Cs+].[Cs+].Cl[CH2:35][CH2:36][N:37]1[CH2:41][CH2:40][O:39][C:38]1=[O:42].